Regression. Given a peptide amino acid sequence and an MHC pseudo amino acid sequence, predict their binding affinity value. This is MHC class I binding data. From a dataset of Peptide-MHC class I binding affinity with 185,985 pairs from IEDB/IMGT. (1) The peptide sequence is RLPAYAPLL. The MHC is HLA-C04:01 with pseudo-sequence HLA-C04:01. The binding affinity (normalized) is 0.475. (2) The peptide sequence is IFAFIDFSK. The MHC is HLA-A11:01 with pseudo-sequence HLA-A11:01. The binding affinity (normalized) is 0.721. (3) The peptide sequence is IAIPAHVRL. The MHC is HLA-B35:01 with pseudo-sequence HLA-B35:01. The binding affinity (normalized) is 0.448. (4) The MHC is HLA-B18:01 with pseudo-sequence HLA-B18:01. The binding affinity (normalized) is 0.0847. The peptide sequence is IRHVYHNLK.